This data is from NCI-60 drug combinations with 297,098 pairs across 59 cell lines. The task is: Regression. Given two drug SMILES strings and cell line genomic features, predict the synergy score measuring deviation from expected non-interaction effect. (1) Drug 2: CN1C2=C(C=C(C=C2)N(CCCl)CCCl)N=C1CCCC(=O)O.Cl. Synergy scores: CSS=1.38, Synergy_ZIP=0.258, Synergy_Bliss=2.01, Synergy_Loewe=-8.09, Synergy_HSA=-5.45. Cell line: HCT116. Drug 1: CN1C(=O)N2C=NC(=C2N=N1)C(=O)N. (2) Drug 1: COC1=C(C=C2C(=C1)N=CN=C2NC3=CC(=C(C=C3)F)Cl)OCCCN4CCOCC4. Drug 2: CN(C)C1=NC(=NC(=N1)N(C)C)N(C)C. Cell line: OVCAR3. Synergy scores: CSS=25.0, Synergy_ZIP=2.37, Synergy_Bliss=1.42, Synergy_Loewe=-22.8, Synergy_HSA=-0.579. (3) Drug 1: CC1C(C(CC(O1)OC2CC(OC(C2O)C)OC3=CC4=CC5=C(C(=O)C(C(C5)C(C(=O)C(C(C)O)O)OC)OC6CC(C(C(O6)C)O)OC7CC(C(C(O7)C)O)OC8CC(C(C(O8)C)O)(C)O)C(=C4C(=C3C)O)O)O)O. Drug 2: N.N.Cl[Pt+2]Cl. Cell line: HT29. Synergy scores: CSS=59.8, Synergy_ZIP=-3.91, Synergy_Bliss=-3.16, Synergy_Loewe=-7.06, Synergy_HSA=-2.56. (4) Drug 1: CC(C)(C#N)C1=CC(=CC(=C1)CN2C=NC=N2)C(C)(C)C#N. Drug 2: B(C(CC(C)C)NC(=O)C(CC1=CC=CC=C1)NC(=O)C2=NC=CN=C2)(O)O. Cell line: SW-620. Synergy scores: CSS=26.0, Synergy_ZIP=0.362, Synergy_Bliss=-0.338, Synergy_Loewe=-12.4, Synergy_HSA=-1.17. (5) Drug 1: CNC(=O)C1=CC=CC=C1SC2=CC3=C(C=C2)C(=NN3)C=CC4=CC=CC=N4. Drug 2: C1C(C(OC1N2C=NC3=C2NC=NCC3O)CO)O. Cell line: SNB-19. Synergy scores: CSS=4.95, Synergy_ZIP=-0.394, Synergy_Bliss=1.99, Synergy_Loewe=2.25, Synergy_HSA=2.26. (6) Drug 1: C1=CN(C(=O)N=C1N)C2C(C(C(O2)CO)O)O.Cl. Drug 2: C1CN(CCN1C(=O)CCBr)C(=O)CCBr. Cell line: SK-OV-3. Synergy scores: CSS=17.7, Synergy_ZIP=-3.52, Synergy_Bliss=3.97, Synergy_Loewe=-0.694, Synergy_HSA=4.27. (7) Drug 1: C1CC(=O)NC(=O)C1N2CC3=C(C2=O)C=CC=C3N. Drug 2: CC1C(C(CC(O1)OC2CC(CC3=C2C(=C4C(=C3O)C(=O)C5=C(C4=O)C(=CC=C5)OC)O)(C(=O)C)O)N)O.Cl. Cell line: SNB-19. Synergy scores: CSS=28.9, Synergy_ZIP=5.06, Synergy_Bliss=5.17, Synergy_Loewe=-5.70, Synergy_HSA=6.27. (8) Drug 1: CC1=C2C(C(=O)C3(C(CC4C(C3C(C(C2(C)C)(CC1OC(=O)C(C(C5=CC=CC=C5)NC(=O)OC(C)(C)C)O)O)OC(=O)C6=CC=CC=C6)(CO4)OC(=O)C)O)C)O. Drug 2: CS(=O)(=O)OCCCCOS(=O)(=O)C. Cell line: RXF 393. Synergy scores: CSS=22.7, Synergy_ZIP=-5.10, Synergy_Bliss=1.38, Synergy_Loewe=-87.2, Synergy_HSA=0.733. (9) Drug 1: C1C(C(OC1N2C=C(C(=O)NC2=O)F)CO)O. Drug 2: COC1=NC(=NC2=C1N=CN2C3C(C(C(O3)CO)O)O)N. Cell line: HL-60(TB). Synergy scores: CSS=4.32, Synergy_ZIP=-3.74, Synergy_Bliss=-4.92, Synergy_Loewe=-12.4, Synergy_HSA=-12.2. (10) Synergy scores: CSS=-5.59, Synergy_ZIP=-0.428, Synergy_Bliss=-8.03, Synergy_Loewe=-10.5, Synergy_HSA=-9.77. Cell line: SNB-75. Drug 2: C1=NC2=C(N=C(N=C2N1C3C(C(C(O3)CO)O)F)Cl)N. Drug 1: CN(C)N=NC1=C(NC=N1)C(=O)N.